From a dataset of Reaction yield outcomes from USPTO patents with 853,638 reactions. Predict the reaction yield, written as a fraction of the theoretical maximum amount of product (1.0 means a 100% yield; for example, 0.34 means a 34% yield). The reactants are [NH2:1][C:2]1[N:3]=[C:4]([Cl:23])[C:5]2[CH2:10][C:9](=[O:11])[N:8]([CH2:12][C:13]3[C:18]([CH3:19])=[C:17]([O:20][CH3:21])[C:16]([CH3:22])=[CH:15][N:14]=3)[C:6]=2[N:7]=1.[CH:24]([C:26]1[NH:27][CH:28]=[C:29]([NH:31][C:32]([CH:34]2[CH2:38][CH2:37][CH2:36][CH2:35]2)=[O:33])[N:30]=1)=O.N1CCCCC1. The catalyst is CCO. The product is [NH2:1][C:2]1[N:3]=[C:4]([Cl:23])[C:5]2=[C:6]([N:8]([CH2:12][C:13]3[C:18]([CH3:19])=[C:17]([O:20][CH3:21])[C:16]([CH3:22])=[CH:15][N:14]=3)[C:9](=[O:11])/[C:10]/2=[CH:24]\[C:26]2[NH:27][CH:28]=[C:29]([NH:31][C:32]([CH:34]3[CH2:38][CH2:37][CH2:36][CH2:35]3)=[O:33])[N:30]=2)[N:7]=1. The yield is 0.930.